This data is from NCI-60 drug combinations with 297,098 pairs across 59 cell lines. The task is: Regression. Given two drug SMILES strings and cell line genomic features, predict the synergy score measuring deviation from expected non-interaction effect. (1) Synergy scores: CSS=33.3, Synergy_ZIP=1.21, Synergy_Bliss=2.85, Synergy_Loewe=0.273, Synergy_HSA=1.39. Cell line: NCI-H322M. Drug 1: CC1C(C(CC(O1)OC2CC(CC3=C2C(=C4C(=C3O)C(=O)C5=C(C4=O)C(=CC=C5)OC)O)(C(=O)C)O)N)O.Cl. Drug 2: CC1C(C(CC(O1)OC2CC(CC3=C2C(=C4C(=C3O)C(=O)C5=C(C4=O)C(=CC=C5)OC)O)(C(=O)CO)O)N)O.Cl. (2) Drug 1: CCC(=C(C1=CC=CC=C1)C2=CC=C(C=C2)OCCN(C)C)C3=CC=CC=C3.C(C(=O)O)C(CC(=O)O)(C(=O)O)O. Drug 2: C1CN(CCN1C(=O)CCBr)C(=O)CCBr. Cell line: SR. Synergy scores: CSS=47.7, Synergy_ZIP=-1.60, Synergy_Bliss=-3.91, Synergy_Loewe=-16.4, Synergy_HSA=-1.94. (3) Drug 1: CC1=C2C(C(=O)C3(C(CC4C(C3C(C(C2(C)C)(CC1OC(=O)C(C(C5=CC=CC=C5)NC(=O)OC(C)(C)C)O)O)OC(=O)C6=CC=CC=C6)(CO4)OC(=O)C)OC)C)OC. Drug 2: C(CN)CNCCSP(=O)(O)O. Cell line: KM12. Synergy scores: CSS=26.5, Synergy_ZIP=-1.91, Synergy_Bliss=-7.13, Synergy_Loewe=-47.7, Synergy_HSA=-9.11. (4) Drug 1: CC1CCC2CC(C(=CC=CC=CC(CC(C(=O)C(C(C(=CC(C(=O)CC(OC(=O)C3CCCCN3C(=O)C(=O)C1(O2)O)C(C)CC4CCC(C(C4)OC)OCCO)C)C)O)OC)C)C)C)OC. Drug 2: CN(C(=O)NC(C=O)C(C(C(CO)O)O)O)N=O. Cell line: DU-145. Synergy scores: CSS=3.57, Synergy_ZIP=-2.52, Synergy_Bliss=-6.53, Synergy_Loewe=-13.8, Synergy_HSA=-8.41. (5) Drug 1: C1CCN(CC1)CCOC2=CC=C(C=C2)C(=O)C3=C(SC4=C3C=CC(=C4)O)C5=CC=C(C=C5)O. Drug 2: C1=CN(C=N1)CC(O)(P(=O)(O)O)P(=O)(O)O. Cell line: M14. Synergy scores: CSS=3.07, Synergy_ZIP=-1.08, Synergy_Bliss=1.62, Synergy_Loewe=-0.656, Synergy_HSA=-0.221. (6) Drug 1: CCN(CC)CCNC(=O)C1=C(NC(=C1C)C=C2C3=C(C=CC(=C3)F)NC2=O)C. Drug 2: B(C(CC(C)C)NC(=O)C(CC1=CC=CC=C1)NC(=O)C2=NC=CN=C2)(O)O. Cell line: NCIH23. Synergy scores: CSS=56.6, Synergy_ZIP=2.04, Synergy_Bliss=3.08, Synergy_Loewe=-7.14, Synergy_HSA=2.99. (7) Drug 2: CCCCCOC(=O)NC1=NC(=O)N(C=C1F)C2C(C(C(O2)C)O)O. Synergy scores: CSS=43.2, Synergy_ZIP=1.48, Synergy_Bliss=-1.23, Synergy_Loewe=-10.7, Synergy_HSA=-2.33. Drug 1: CC12CCC3C(C1CCC2=O)CC(=C)C4=CC(=O)C=CC34C. Cell line: HS 578T. (8) Drug 1: C1CN(P(=O)(OC1)NCCCl)CCCl. Drug 2: C1C(C(OC1N2C=NC(=NC2=O)N)CO)O. Cell line: HS 578T. Synergy scores: CSS=0.817, Synergy_ZIP=-0.0467, Synergy_Bliss=0.637, Synergy_Loewe=-0.644, Synergy_HSA=-0.000141. (9) Drug 1: C1=CC(=CC=C1C#N)C(C2=CC=C(C=C2)C#N)N3C=NC=N3. Drug 2: COC1=NC(=NC2=C1N=CN2C3C(C(C(O3)CO)O)O)N. Cell line: HCT116. Synergy scores: CSS=0.149, Synergy_ZIP=-0.316, Synergy_Bliss=2.38, Synergy_Loewe=-0.928, Synergy_HSA=-1.77. (10) Drug 1: C1=C(C(=O)NC(=O)N1)N(CCCl)CCCl. Drug 2: CCC1=C2CN3C(=CC4=C(C3=O)COC(=O)C4(CC)O)C2=NC5=C1C=C(C=C5)O. Cell line: A498. Synergy scores: CSS=20.1, Synergy_ZIP=-12.2, Synergy_Bliss=-5.87, Synergy_Loewe=-12.8, Synergy_HSA=-3.12.